The task is: Predict which catalyst facilitates the given reaction.. This data is from Catalyst prediction with 721,799 reactions and 888 catalyst types from USPTO. (1) Product: [N:20]1([CH2:25][C:26]([C:15]2[S:16][CH:17]=[CH:18][N:19]=2)=[O:27])[CH:24]=[CH:23][N:22]=[CH:21]1. Reactant: CN(C)CCN(C)C.C([Li])CCC.Br[C:15]1[S:16][CH:17]=[CH:18][N:19]=1.[N:20]1([CH2:25][C:26](N(OC)C)=[O:27])[CH:24]=[CH:23][N:22]=[CH:21]1.C(O)(=O)CC(CC(O)=O)(C(O)=O)O. The catalyst class is: 7. (2) Reactant: [Mg].Br[CH2:3][CH3:4].[F:5][C:6]([F:15])([F:14])[CH:7]1[CH2:12][CH2:11][C:10](=[O:13])[CH2:9][CH2:8]1.S(=O)(=O)(O)O. Product: [CH2:3]([C:10]1([OH:13])[CH2:11][CH2:12][CH:7]([C:6]([F:14])([F:15])[F:5])[CH2:8][CH2:9]1)[CH3:4]. The catalyst class is: 1.